This data is from CYP2D6 inhibition data for predicting drug metabolism from PubChem BioAssay. The task is: Regression/Classification. Given a drug SMILES string, predict its absorption, distribution, metabolism, or excretion properties. Task type varies by dataset: regression for continuous measurements (e.g., permeability, clearance, half-life) or binary classification for categorical outcomes (e.g., BBB penetration, CYP inhibition). Dataset: cyp2d6_veith. (1) The drug is O=C(Nc1cccc(NC(=O)N2CCN(c3ccccc3)CC2)c1)N1CCN(c2ccccc2)CC1. The result is 0 (non-inhibitor). (2) The compound is O=[N+]([O-])c1cccc(/C=N\NC2=CS(=O)(=O)C=C2)c1. The result is 0 (non-inhibitor).